This data is from Reaction yield outcomes from USPTO patents with 853,638 reactions. The task is: Predict the reaction yield, written as a fraction of the theoretical maximum amount of product (1.0 means a 100% yield; for example, 0.34 means a 34% yield). The reactants are [Cl:1][C:2]1[CH:26]=[CH:25][C:24]([Cl:27])=[CH:23][C:3]=1[O:4][C:5]1[C:10]([C:11]([N:13]2[C:22]3[C:17](=[CH:18][CH:19]=[CH:20][CH:21]=3)[CH2:16][CH2:15][CH2:14]2)=[O:12])=[CH:9][CH:8]=[CH:7][N:6]=1.C(=O)([O-])[OH:29].[Na+].C(OO)(C)(C)C. The catalyst is ClCCCl. The product is [Cl:1][C:2]1[CH:26]=[CH:25][C:24]([Cl:27])=[CH:23][C:3]=1[O:4][C:5]1[C:10]([C:11]([N:13]2[C:22]3[C:17](=[CH:18][CH:19]=[CH:20][CH:21]=3)[C:16](=[O:29])[CH2:15][CH2:14]2)=[O:12])=[CH:9][CH:8]=[CH:7][N:6]=1. The yield is 0.570.